Regression. Given two drug SMILES strings and cell line genomic features, predict the synergy score measuring deviation from expected non-interaction effect. From a dataset of NCI-60 drug combinations with 297,098 pairs across 59 cell lines. (1) Drug 1: C1CN1C2=NC(=NC(=N2)N3CC3)N4CC4. Drug 2: C1CCN(CC1)CCOC2=CC=C(C=C2)C(=O)C3=C(SC4=C3C=CC(=C4)O)C5=CC=C(C=C5)O. Cell line: OVCAR-8. Synergy scores: CSS=30.1, Synergy_ZIP=-4.19, Synergy_Bliss=-2.17, Synergy_Loewe=-3.15, Synergy_HSA=-2.16. (2) Drug 1: CC1=C(C=C(C=C1)C(=O)NC2=CC(=CC(=C2)C(F)(F)F)N3C=C(N=C3)C)NC4=NC=CC(=N4)C5=CN=CC=C5. Drug 2: CCC1(C2=C(COC1=O)C(=O)N3CC4=CC5=C(C=CC(=C5CN(C)C)O)N=C4C3=C2)O.Cl. Cell line: K-562. Synergy scores: CSS=29.4, Synergy_ZIP=2.84, Synergy_Bliss=1.12, Synergy_Loewe=-19.2, Synergy_HSA=-3.87. (3) Drug 1: C1CN1P(=S)(N2CC2)N3CC3. Drug 2: CC1C(C(CC(O1)OC2CC(CC3=C2C(=C4C(=C3O)C(=O)C5=C(C4=O)C(=CC=C5)OC)O)(C(=O)CO)O)N)O.Cl. Cell line: MALME-3M. Synergy scores: CSS=37.1, Synergy_ZIP=-5.30, Synergy_Bliss=-3.17, Synergy_Loewe=-30.9, Synergy_HSA=-1.48.